From a dataset of Forward reaction prediction with 1.9M reactions from USPTO patents (1976-2016). Predict the product of the given reaction. (1) The product is: [C@@H:6]1([O:24][C:25]2[C:29]([CH2:30][C:31]3[CH:36]=[CH:35][C:34]([O:37][CH2:38][CH2:39][CH2:40][NH:50][C:51]([CH3:55])([CH3:54])[CH2:52][OH:53])=[CH:33][C:32]=3[CH3:46])=[C:28]([CH:47]([CH3:48])[CH3:49])[NH:27][N:26]=2)[O:7][C@H:8]([CH2:19][OH:20])[C@@H:9]([OH:15])[C@H:10]([OH:11])[C@H:5]1[OH:4]. Given the reactants C([O:4][C@@H:5]1[C@@H:10]([O:11]C(=O)C)[C@H:9]([O:15]C(=O)C)[C@@H:8]([CH2:19][O:20]C(=O)C)[O:7][C@H:6]1[O:24][C:25]1[C:29]([CH2:30][C:31]2[CH:36]=[CH:35][C:34]([O:37][CH2:38][CH2:39][CH2:40]OS(C)(=O)=O)=[CH:33][C:32]=2[CH3:46])=[C:28]([CH:47]([CH3:49])[CH3:48])[NH:27][N:26]=1)(=O)C.[NH2:50][C:51]([CH3:55])([CH3:54])[CH2:52][OH:53].[I-].[Na+], predict the reaction product. (2) Given the reactants [CH3:1][C:2]1[O:6][C:5]([CH:7]=O)=[CH:4][CH:3]=1.[NH2:9][C@H:10]([C:13]1[CH:18]=[CH:17][CH:16]=[CH:15][CH:14]=1)[CH2:11][OH:12], predict the reaction product. The product is: [CH3:1][C:2]1[O:6][C:5](/[CH:7]=[N:9]/[C@H:10]([C:13]2[CH:18]=[CH:17][CH:16]=[CH:15][CH:14]=2)[CH2:11][OH:12])=[CH:4][CH:3]=1. (3) Given the reactants [NH2:1][C:2]1[C:10]2[N:9]=[C:8]([NH:11][C:12](=[O:19])[C:13]3[CH:18]=[CH:17][CH:16]=[CH:15][CH:14]=3)[NH:7][C:6]=2[CH:5]=[CH:4][CH:3]=1.[CH3:20][O:21][C:22]1[CH:27]=[CH:26][CH:25]=[CH:24][C:23]=1[N:28]=[C:29]=[S:30], predict the reaction product. The product is: [CH3:20][O:21][C:22]1[CH:27]=[CH:26][CH:25]=[CH:24][C:23]=1[NH:28][C:29](=[S:30])[NH:1][C:2]1[C:10]2[N:9]=[C:8]([NH:11][C:12](=[O:19])[C:13]3[CH:14]=[CH:15][CH:16]=[CH:17][CH:18]=3)[NH:7][C:6]=2[CH:5]=[CH:4][CH:3]=1.